This data is from Forward reaction prediction with 1.9M reactions from USPTO patents (1976-2016). The task is: Predict the product of the given reaction. The product is: [NH2:25][C:24]1[C:23]2[C:18](=[N:19][CH:20]=[CH:21][CH:22]=2)[N:9]([O:8][CH2:1][C:2]2[CH:3]=[CH:4][CH:5]=[CH:6][CH:7]=2)[C:10](=[O:17])[C:11]=1[C:12]([O:14][CH2:15][CH3:16])=[O:13]. Given the reactants [CH2:1]([O:8][N:9]([C:18]1[C:23]([C:24]#[N:25])=[CH:22][CH:21]=[CH:20][N:19]=1)[C:10](=[O:17])[CH2:11][C:12]([O:14][CH2:15][CH3:16])=[O:13])[C:2]1[CH:7]=[CH:6][CH:5]=[CH:4][CH:3]=1.[O-]CC.[Na+], predict the reaction product.